The task is: Predict the reactants needed to synthesize the given product.. This data is from Full USPTO retrosynthesis dataset with 1.9M reactions from patents (1976-2016). (1) Given the product [F:5][C:6]1[CH:7]=[C:8]([N+:1]([O-:4])=[O:2])[C:9]2[O:13][CH2:12][CH2:11][C:10]=2[CH:14]=1, predict the reactants needed to synthesize it. The reactants are: [N+:1]([O-:4])(O)=[O:2].[F:5][C:6]1[CH:7]=[CH:8][C:9]2[O:13][CH2:12][CH2:11][C:10]=2[CH:14]=1. (2) Given the product [CH3:1][C:2]1[CH:3]=[C:4]([C:8]2[N:9]([C:17]3[CH:18]=[CH:19][C:20]([S:23]([NH:26][C:27](=[O:31])[CH2:28][CH2:29][CH3:30])(=[O:25])=[O:24])=[CH:21][CH:22]=3)[CH:10]=[C:11]([C:13]([F:14])([F:16])[F:15])[N:12]=2)[CH:5]=[N:6][CH:7]=1, predict the reactants needed to synthesize it. The reactants are: [CH3:1][C:2]1[CH:3]=[C:4]([C:8]2[N:9]([C:17]3[CH:22]=[CH:21][C:20]([S:23]([NH2:26])(=[O:25])=[O:24])=[CH:19][CH:18]=3)[CH:10]=[C:11]([C:13]([F:16])([F:15])[F:14])[N:12]=2)[CH:5]=[N:6][CH:7]=1.[C:27](O[C:27](=[O:31])[CH2:28][CH2:29][CH3:30])(=[O:31])[CH2:28][CH2:29][CH3:30].C(N(CC)CC)C. (3) The reactants are: [O:1]=[S:2]1(=[O:21])[CH:6]([C:7]2[CH:12]=[CH:11][CH:10]=[CH:9][CH:8]=2)[CH:5]([CH2:13][C:14](O)=[O:15])[C:4]2[CH:17]=[CH:18][CH:19]=[CH:20][C:3]1=2.C(Cl)(=O)C(Cl)=O.CN(C=O)C.Cl.[NH2:34][OH:35]. Given the product [O:1]=[S:2]1(=[O:21])[CH:6]([C:7]2[CH:12]=[CH:11][CH:10]=[CH:9][CH:8]=2)[CH:5]([CH2:13][C:14]([NH:34][OH:35])=[O:15])[C:4]2[CH:17]=[CH:18][CH:19]=[CH:20][C:3]1=2, predict the reactants needed to synthesize it. (4) The reactants are: [CH3:1][CH:2]1[CH2:8][C:7]2[CH:9]=[C:10]3[O:15][CH2:14][O:13][C:11]3=[CH:12][C:6]=2[C:5]([C:16]2[CH:21]=[CH:20][C:19]([N+:22]([O-:24])=[O:23])=[CH:18][CH:17]=2)=[N:4][N:3]1[C:25](=[S:27])[NH2:26].Cl[CH2:29][C:30](=O)[CH3:31].CN(C)C=O. Given the product [CH3:1][CH:2]1[CH2:8][C:7]2[CH:9]=[C:10]3[O:15][CH2:14][O:13][C:11]3=[CH:12][C:6]=2[C:5]([C:16]2[CH:17]=[CH:18][C:19]([N+:22]([O-:24])=[O:23])=[CH:20][CH:21]=2)=[N:4][N:3]1[C:25]1[S:27][CH:29]=[C:30]([CH3:31])[N:26]=1, predict the reactants needed to synthesize it. (5) Given the product [Cl:3][C:4]1[CH:5]=[C:6]([CH:11]([N:13]2[CH2:17][CH2:16][CH:15]([C:18]3([C:24]4[CH:25]=[CH:26][C:27]([F:30])=[CH:28][CH:29]=4)[CH2:23][CH2:22][N:21]([CH3:34])[CH2:20][CH2:19]3)[C:14]2=[O:31])[CH3:12])[CH:7]=[C:8]([Cl:10])[CH:9]=1, predict the reactants needed to synthesize it. The reactants are: C=O.[Cl:3][C:4]1[CH:5]=[C:6]([CH:11]([N:13]2[CH2:17][CH2:16][CH:15]([C:18]3([C:24]4[CH:29]=[CH:28][C:27]([F:30])=[CH:26][CH:25]=4)[CH2:23][CH2:22][NH:21][CH2:20][CH2:19]3)[C:14]2=[O:31])[CH3:12])[CH:7]=[C:8]([Cl:10])[CH:9]=1.[BH-](OC(C)=O)(OC(C)=O)O[C:34](C)=O.[Na+]. (6) Given the product [CH3:12][C:13]1[N:17]([C:18]2[CH:19]=[CH:20][C:21]([C:24]([F:27])([F:25])[F:26])=[CH:22][CH:23]=2)[N:16]=[CH:15][C:14]=1[C:9]([NH2:8])=[O:10], predict the reactants needed to synthesize it. The reactants are: C(Cl)(=O)C(Cl)=O.C[N:8](C)[CH:9]=[O:10].[CH3:12][C:13]1[N:17]([C:18]2[CH:23]=[CH:22][C:21]([C:24]([F:27])([F:26])[F:25])=[CH:20][CH:19]=2)[N:16]=[CH:15][C:14]=1C(O)=O. (7) Given the product [Br:20][C:21]1[S:25][C:24]([NH:26][C:27]([NH:19][S:16]([C:13]2[CH:12]=[CH:11][C:10]([O:9][C:3]3[N:4]([CH3:8])[N:5]=[C:6]([Cl:7])[C:2]=3[Cl:1])=[CH:15][CH:14]=2)(=[O:18])=[O:17])=[O:28])=[N:23][CH:22]=1, predict the reactants needed to synthesize it. The reactants are: [Cl:1][C:2]1[C:6]([Cl:7])=[N:5][N:4]([CH3:8])[C:3]=1[O:9][C:10]1[CH:15]=[CH:14][C:13]([S:16]([NH2:19])(=[O:18])=[O:17])=[CH:12][CH:11]=1.[Br:20][C:21]1[S:25][C:24]([N:26](C(OC2C=CC=CC=2)=O)[C:27](OC2C=CC=CC=2)=[O:28])=[N:23][CH:22]=1.C1CCN2C(=NCCC2)CC1.C(O)(=O)C. (8) Given the product [ClH:30].[NH2:1][C@@H:2]1[CH2:6][CH2:5][CH2:4][C@@H:3]1[NH:7][C:8](=[O:14])[C:27]1[C:26]([O:25][CH3:24])=[CH:34][CH:33]=[CH:32][C:31]=1[O:35][CH3:36], predict the reactants needed to synthesize it. The reactants are: [NH2:1][C@H:2]1[CH2:6][CH2:5][CH2:4][C@H:3]1[NH:7][C:8](=[O:14])OC(C)(C)C.CCN(C(C)C)C(C)C.[CH3:24][O:25][C:26]1[CH:34]=[CH:33][CH:32]=[C:31]([O:35][CH3:36])[C:27]=1C([Cl:30])=O. (9) Given the product [C:33]([C:30]1([C:26]2[CH:25]=[C:24]([CH:29]=[CH:28][CH:27]=2)[C:23]([NH:22][C:20]2[CH:21]=[C:16]([O:15][C:13]3[CH:12]=[CH:11][C:9]4[N:10]=[C:6]([NH:5][C:3](=[O:4])[CH2:2][N:48]5[CH2:49][CH2:50][N:45]([CH3:44])[CH2:46][CH2:47]5)[S:7][C:8]=4[CH:14]=3)[CH:17]=[CH:18][C:19]=2[CH3:36])=[O:35])[CH2:32][CH2:31]1)#[N:34], predict the reactants needed to synthesize it. The reactants are: Cl[CH2:2][C:3]([NH:5][C:6]1[S:7][C:8]2[CH:14]=[C:13]([O:15][C:16]3[CH:17]=[CH:18][C:19]([CH3:36])=[C:20]([NH:22][C:23](=[O:35])[C:24]4[CH:29]=[CH:28][CH:27]=[C:26]([C:30]5([C:33]#[N:34])[CH2:32][CH2:31]5)[CH:25]=4)[CH:21]=3)[CH:12]=[CH:11][C:9]=2[N:10]=1)=[O:4].C(N(CC)CC)C.[CH3:44][N:45]1[CH2:50][CH2:49][NH:48][CH2:47][CH2:46]1. (10) The reactants are: [N+:1]([C:4]1[CH:5]=[C:6]([CH:9]=[CH:10][C:11]=1[NH2:12])[C:7]#[N:8])([O-])=O.[BH4-].[Na+]. Given the product [NH2:1][C:4]1[CH:5]=[C:6]([CH:9]=[CH:10][C:11]=1[NH2:12])[C:7]#[N:8], predict the reactants needed to synthesize it.